This data is from Reaction yield outcomes from USPTO patents with 853,638 reactions. The task is: Predict the reaction yield, written as a fraction of the theoretical maximum amount of product (1.0 means a 100% yield; for example, 0.34 means a 34% yield). The product is [CH2:6]1[C:3]2([CH2:17][CH:16]([C:31]([O:33][CH2:34][CH3:35])=[O:32])[NH:15][CH2:1]2)[CH2:4][N:5]1[C:7]([O:9][C:10]([CH3:13])([CH3:12])[CH3:11])=[O:8]. No catalyst specified. The yield is 0.930. The reactants are [CH:1]([CH:3]1[CH2:6][N:5]([C:7]([O:9][C:10]([CH3:13])([CH3:12])[CH3:11])=[O:8])[CH2:4]1)=O.C1C2(CCN(C(OC(C)(C)C)=O)CC2)[CH2:17][CH:16]([C:31]([O:33][CH2:34][CH3:35])=[O:32])[NH:15]1.